From a dataset of HIV replication inhibition screening data with 41,000+ compounds from the AIDS Antiviral Screen. Binary Classification. Given a drug SMILES string, predict its activity (active/inactive) in a high-throughput screening assay against a specified biological target. (1) The compound is Cc1nc2c(C)ccc([N+](=O)[O-])c2c(NCCCN(C)C)c1C.Cl. The result is 0 (inactive). (2) The molecule is CN(C)CC1CCCCC1O.Cl. The result is 0 (inactive). (3) The drug is CC(C)(C)c1cc(C2c3cc4c(cc3OC(O)(CO)C2C(=O)O)OCO4)cc(C(C)(C)C)c1O.CC(C)(C)c1cc(C2c3cc4c(cc3OC3(O)COC(=O)C23)OCO4)cc(C(C)(C)C)c1O. The result is 0 (inactive). (4) The result is 0 (inactive). The molecule is C=C1CCCC2C1(C)CCC(C)C2(C)Cc1cc(O)ccc1O. (5) The compound is O=C1CCCC12CCOC2=O. The result is 0 (inactive).